From a dataset of Full USPTO retrosynthesis dataset with 1.9M reactions from patents (1976-2016). Predict the reactants needed to synthesize the given product. (1) Given the product [CH3:11][O:12][C:13](=[O:21])[C:14]1[CH:19]=[CH:18][CH:17]=[CH:16][C:15]=1[O:10][C:8]1[CH:7]=[CH:6][CH:5]=[C:4]([C:2](=[O:3])[CH3:1])[CH:9]=1, predict the reactants needed to synthesize it. The reactants are: [CH3:1][C:2]([C:4]1[CH:5]=[CH:6][CH:7]=[C:8]([OH:10])[CH:9]=1)=[O:3].[CH3:11][O:12][C:13](=[O:21])[C:14]1[CH:19]=[CH:18][CH:17]=[CH:16][C:15]=1Br.C(=O)([O-])[O-].[K+].[K+]. (2) Given the product [C:24]([C:18]1[C:17]2[C:21](=[CH:22][CH:23]=[C:15]([CH2:14][CH2:13][NH:12][C:10](=[O:11])[C:9]3[CH:8]=[CH:7][C:6]([C:3]([CH3:5])([CH3:4])[CH2:2][NH:1][S:35]([CH3:34])(=[O:37])=[O:36])=[CH:27][CH:26]=3)[CH:16]=2)[NH:20][CH:19]=1)#[N:25], predict the reactants needed to synthesize it. The reactants are: [NH2:1][CH2:2][C:3]([C:6]1[CH:27]=[CH:26][C:9]([C:10]([NH:12][CH2:13][CH2:14][C:15]2[CH:16]=[C:17]3[C:21](=[CH:22][CH:23]=2)[NH:20][CH:19]=[C:18]3[C:24]#[N:25])=[O:11])=[CH:8][CH:7]=1)([CH3:5])[CH3:4].N1C=CC=CC=1.[CH3:34][S:35](Cl)(=[O:37])=[O:36].